This data is from TCR-epitope binding with 47,182 pairs between 192 epitopes and 23,139 TCRs. The task is: Binary Classification. Given a T-cell receptor sequence (or CDR3 region) and an epitope sequence, predict whether binding occurs between them. (1) The epitope is VLWAHGFEL. The TCR CDR3 sequence is CASSLSTGDTYEQYF. Result: 1 (the TCR binds to the epitope). (2) The TCR CDR3 sequence is CASSVFSVPGNTIYF. Result: 1 (the TCR binds to the epitope). The epitope is GILGFVFTL. (3) The epitope is HTDFSSEIIGY. The TCR CDR3 sequence is CASSLAGQRSNQPQHF. Result: 1 (the TCR binds to the epitope). (4) The epitope is KLNVGDYFV. The TCR CDR3 sequence is CASSQETSGRASSYNEQFF. Result: 0 (the TCR does not bind to the epitope). (5) The TCR CDR3 sequence is CASSYLGQHSSEQYF. The epitope is VLQAVGACV. Result: 0 (the TCR does not bind to the epitope). (6) The epitope is LPPAYTNSF. The TCR CDR3 sequence is CASSYSGGGNQPQHF. Result: 0 (the TCR does not bind to the epitope). (7) The TCR CDR3 sequence is CASSSNRAGELFF. Result: 0 (the TCR does not bind to the epitope). The epitope is RILGAGCFV. (8) The epitope is YVLDHLIVV. The TCR CDR3 sequence is CASSYRTGVEFDEQFF. Result: 0 (the TCR does not bind to the epitope). (9) The epitope is KLNVGDYFV. The TCR CDR3 sequence is CASSYQIGTQNEQYF. Result: 1 (the TCR binds to the epitope). (10) The epitope is IIKDYGKQM. The TCR CDR3 sequence is CASSVDKGGTDEQFF. Result: 1 (the TCR binds to the epitope).